Dataset: Full USPTO retrosynthesis dataset with 1.9M reactions from patents (1976-2016). Task: Predict the reactants needed to synthesize the given product. Given the product [CH3:19][CH:18]([C:5]1[N:4]([CH2:3][CH:2]([CH3:17])[CH3:1])[C:16]2[C:15]3[CH:14]=[CH:13][CH:12]=[CH:11][C:10]=3[N:9]=[CH:8][C:7]=2[N:6]=1)[OH:20], predict the reactants needed to synthesize it. The reactants are: [CH3:1][CH:2]([CH3:17])[CH2:3][N:4]1[C:16]2[C:15]3[CH:14]=[CH:13][CH:12]=[CH:11][C:10]=3[N:9]=[CH:8][C:7]=2[N:6]=[CH:5]1.[CH:18](=[O:20])[CH3:19].